Predict the reactants needed to synthesize the given product. From a dataset of Full USPTO retrosynthesis dataset with 1.9M reactions from patents (1976-2016). (1) The reactants are: [Br:1][C:2]1[CH:3]=[C:4]([CH:6]=[CH:7][C:8]=1[CH3:9])[NH2:5].[CH3:10][S:11](Cl)(=[O:13])=[O:12].CCOC(C)=O. Given the product [Br:1][C:2]1[CH:3]=[C:4]([NH:5][S:11]([CH3:10])(=[O:13])=[O:12])[CH:6]=[CH:7][C:8]=1[CH3:9], predict the reactants needed to synthesize it. (2) Given the product [C:2]([C:3]1[CH:4]=[C:5]2[C:4]([CH:3]3[C:2]([CH3:11])([CH3:1])[CH:6]2[CH2:7][CH2:8]3)=[N:20][N:19]=1)([CH3:11])([CH3:6])[CH3:1], predict the reactants needed to synthesize it. The reactants are: [CH3:1][C:2]1([CH3:11])[CH:6]2[CH2:7][CH2:8][CH:3]1[C:4](=O)[C:5]2=O.COP(=O)OC.O.[NH2:19][NH2:20]. (3) Given the product [NH2:8][C@H:9]1[CH2:14][CH2:13][N:12]([C:15]([O:17][C:18]([CH3:20])([CH3:19])[CH3:21])=[O:16])[CH2:11][C@H:10]1[F:22], predict the reactants needed to synthesize it. The reactants are: C([NH:8][C@H:9]1[CH2:14][CH2:13][N:12]([C:15]([O:17][C:18]([CH3:21])([CH3:20])[CH3:19])=[O:16])[CH2:11][C@H:10]1[F:22])C1C=CC=CC=1. (4) Given the product [F:11][C:4]1[C:5]([F:10])=[C:6]([CH3:9])[C:7]([F:8])=[C:2]([O:12][C:13]2[CH:17]=[C:16]([C:18]([F:21])([F:20])[F:19])[S:15][CH:14]=2)[N:3]=1, predict the reactants needed to synthesize it. The reactants are: F[C:2]1[C:7]([F:8])=[C:6]([CH3:9])[C:5]([F:10])=[C:4]([F:11])[N:3]=1.[OH:12][C:13]1[CH:17]=[C:16]([C:18]([F:21])([F:20])[F:19])[S:15][CH:14]=1.C(=O)([O-])[O-].[K+].[K+]. (5) Given the product [NH4+:3].[NH2:3][C@H:4]([C:24](=[O:26])[NH2:25])[CH2:5][CH2:6][C:7]([NH:9][C@H:10]([C:21]([O-:23])=[O:22])[CH2:11][C:12]1[C:20]2[C:15](=[CH:16][CH:17]=[CH:18][CH:19]=2)[NH:14][CH:13]=1)=[O:8], predict the reactants needed to synthesize it. The reactants are: [K+].[Br-].[NH2:3][C@H:4]([C:24](=[O:26])[NH2:25])[CH2:5][CH2:6][C:7]([NH:9][C@H:10]([C:21]([OH:23])=[O:22])[CH2:11][C:12]1[C:20]2[C:15](=[CH:16][CH:17]=[CH:18][CH:19]=2)[NH:14][CH:13]=1)=[O:8]. (6) Given the product [Cl:1][C:2]1[C:3]([C:34]2[S:38][C:37]([C:39]3([OH:43])[CH2:40][O:41][CH2:42]3)=[N:36][CH:35]=2)=[C:4]2[CH:10]=[C:9]([C:11]3[CH:12]=[CH:13][C:14]([CH2:15][N:16]4[CH2:17][CH2:18][O:19][CH2:20][CH2:21]4)=[CH:22][CH:23]=3)[N:8]([S:24]([C:27]3[CH:28]=[CH:29][C:30]([CH3:31])=[CH:32][CH:33]=3)(=[O:26])=[O:25])[C:5]2=[N:6][CH:7]=1, predict the reactants needed to synthesize it. The reactants are: [Cl:1][C:2]1[C:3]([C:34]2[S:38][C:37]([C:39]3([O:43]CC4C=CC(OC)=CC=4)[CH2:42][O:41][CH2:40]3)=[N:36][CH:35]=2)=[C:4]2[CH:10]=[C:9]([C:11]3[CH:23]=[CH:22][C:14]([CH2:15][N:16]4[CH2:21][CH2:20][O:19][CH2:18][CH2:17]4)=[CH:13][CH:12]=3)[N:8]([S:24]([C:27]3[CH:33]=[CH:32][C:30]([CH3:31])=[CH:29][CH:28]=3)(=[O:26])=[O:25])[C:5]2=[N:6][CH:7]=1.FC(F)(F)C(O)=O. (7) Given the product [CH2:1]([N:8]([C@@H:18]1[C@H:19]2[O:25][CH2:24][C@@H:23]([O:26][S:35]([C:34]([F:47])([F:46])[F:33])(=[O:37])=[O:36])[C@H:20]2[O:21][CH2:22]1)[C:9]([NH:11][CH:12]1[CH2:13][CH2:14][CH2:15][CH2:16][CH2:17]1)=[O:10])[C:2]1[CH:7]=[CH:6][CH:5]=[CH:4][CH:3]=1, predict the reactants needed to synthesize it. The reactants are: [CH2:1]([N:8]([C@H:18]1[CH2:22][O:21][C@@H:20]2[C@H:23]([OH:26])[CH2:24][O:25][C@H:19]12)[C:9]([NH:11][CH:12]1[CH2:17][CH2:16][CH2:15][CH2:14][CH2:13]1)=[O:10])[C:2]1[CH:7]=[CH:6][CH:5]=[CH:4][CH:3]=1.N1C=CC=CC=1.[F:33][C:34]([F:47])([F:46])[S:35](O[S:35]([C:34]([F:47])([F:46])[F:33])(=[O:37])=[O:36])(=[O:37])=[O:36]. (8) Given the product [Br:1][C:2]1[CH:7]=[CH:6][C:5]([S:8]([NH:20][CH2:17][CH2:18][CH3:19])(=[O:10])=[O:9])=[C:4]([O:12][C:13]([F:16])([F:15])[F:14])[CH:3]=1, predict the reactants needed to synthesize it. The reactants are: [Br:1][C:2]1[CH:7]=[CH:6][C:5]([S:8](Cl)(=[O:10])=[O:9])=[C:4]([O:12][C:13]([F:16])([F:15])[F:14])[CH:3]=1.[CH2:17]([NH2:20])[CH2:18][CH3:19]. (9) Given the product [CH3:1][O:2][C:3]([C:5]1[S:6][C:7]([C:12]2[CH:17]=[CH:16][CH:15]=[CH:14][CH:13]=2)=[C:8]([CH3:11])[C:9]=1[NH:10][C:26]1[C:25]([Cl:24])=[CH:30][N:29]=[C:28]([Cl:31])[N:27]=1)=[O:4], predict the reactants needed to synthesize it. The reactants are: [CH3:1][O:2][C:3]([C:5]1[S:6][C:7]([C:12]2[CH:17]=[CH:16][CH:15]=[CH:14][CH:13]=2)=[C:8]([CH3:11])[C:9]=1[NH2:10])=[O:4].C(=O)([O-])[O-].[K+].[K+].[Cl:24][C:25]1[C:26](Cl)=[N:27][C:28]([Cl:31])=[N:29][CH:30]=1.